This data is from Reaction yield outcomes from USPTO patents with 853,638 reactions. The task is: Predict the reaction yield, written as a fraction of the theoretical maximum amount of product (1.0 means a 100% yield; for example, 0.34 means a 34% yield). (1) The reactants are [Br:1][C:2]1[C:11]([O:12][Si:13]([C:16]([CH3:19])([CH3:18])[CH3:17])([CH3:15])[CH3:14])=[C:10]2[C:5]([CH:6]=[CH:7][C:8]([CH:20]=O)=[N:9]2)=[CH:4][CH:3]=1.[NH:22]([C:24]1[CH:29]=[CH:28][CH:27]=[CH:26][N:25]=1)[NH2:23]. The catalyst is CCO. The product is [Br:1][C:2]1[C:11]([O:12][Si:13]([C:16]([CH3:19])([CH3:18])[CH3:17])([CH3:15])[CH3:14])=[C:10]2[C:5]([CH:6]=[CH:7][C:8]([CH:20]=[N:23][NH:22][C:24]3[CH:29]=[CH:28][CH:27]=[CH:26][N:25]=3)=[N:9]2)=[CH:4][CH:3]=1. The yield is 0.730. (2) The reactants are [CH:1]1([C:4]2[C:8]([C:9]#[N:10])=[CH:7][NH:6][N:5]=2)[CH2:3][CH2:2]1.Br[C:12]1[CH:13]=[CH:14][C:15]([C:18]([F:21])([F:20])[F:19])=[N:16][CH:17]=1.N1CCC[C@H]1C(O)=O.C(=O)([O-])[O-].[K+].[K+]. The catalyst is CCOC(C)=O.[Cu]I.CS(C)=O. The product is [CH:1]1([C:4]2[C:8]([C:9]#[N:10])=[CH:7][N:6]([C:12]3[CH:17]=[N:16][C:15]([C:18]([F:21])([F:20])[F:19])=[CH:14][CH:13]=3)[N:5]=2)[CH2:3][CH2:2]1. The yield is 0.530. (3) The reactants are [Br:1][CH2:2][C:3]([O:5][C:6]([C:9]1[CH:14]=[CH:13][CH:12]=[CH:11][CH:10]=1)([CH3:8])[CH3:7])=[O:4].[I-].[OH:16][C:17]1[C:22]([CH3:23])=[CH:21][C:20]([S+:24]2[C:28]3[CH:29]=[CH:30][CH:31]=[CH:32][C:27]=3[C:26]3[CH:33]=[CH:34][CH:35]=[CH:36][C:25]2=3)=[CH:19][C:18]=1[CH3:37].C(=O)([O-])[O-].[Cs+].[Cs+]. The catalyst is CN(C=O)C.O. The product is [Br-:1].[CH3:37][C:18]1[CH:19]=[C:20]([S+:24]2[C:25]3[CH:36]=[CH:35][CH:34]=[CH:33][C:26]=3[C:27]3[CH:32]=[CH:31][CH:30]=[CH:29][C:28]2=3)[CH:21]=[C:22]([CH3:23])[C:17]=1[O:16][CH2:2][C:3](=[O:4])[O:5][C:6]([C:9]1[CH:14]=[CH:13][CH:12]=[CH:11][CH:10]=1)([CH3:8])[CH3:7]. The yield is 0.970. (4) The reactants are [Cl:1][C:2]1[CH:7]=[C:6]([NH:8][CH:9](SC)[NH:10][C:11]#[N:12])[CH:5]=[C:4]([F:15])[C:3]=1[C:16]1[CH:21]=[CH:20][C:19]([S:22]([CH3:25])(=[O:24])=[O:23])=[CH:18][CH:17]=1.[NH2:26][NH2:27]. The catalyst is C(O)C. The product is [Cl:1][C:2]1[CH:7]=[C:6]([NH:8][C:9]2[N:10]=[C:11]([NH2:12])[NH:27][N:26]=2)[CH:5]=[C:4]([F:15])[C:3]=1[C:16]1[CH:21]=[CH:20][C:19]([S:22]([CH3:25])(=[O:24])=[O:23])=[CH:18][CH:17]=1. The yield is 0.750. (5) The reactants are Cl[CH2:2][C:3]([C:7]1[CH:12]=[CH:11][CH:10]=[C:9]([Cl:13])[C:8]=1[F:14])([OH:6])[CH2:4]Cl.C(=O)(O)[O-].[Na+].[CH2:20]([NH2:23])[CH2:21][CH3:22].C(=O)([O-])[O-].[Na+].[Na+]. The catalyst is C(#N)C.C(OCC)(=O)C. The product is [Cl:13][C:9]1[C:8]([F:14])=[C:7]([C:3]2([OH:6])[CH2:4][N:23]([CH2:20][CH2:21][CH3:22])[CH2:2]2)[CH:12]=[CH:11][CH:10]=1. The yield is 0.310.